This data is from Reaction yield outcomes from USPTO patents with 853,638 reactions. The task is: Predict the reaction yield, written as a fraction of the theoretical maximum amount of product (1.0 means a 100% yield; for example, 0.34 means a 34% yield). (1) The reactants are [CH:1]1([CH2:4][C:5]([NH:7][C:8]2[N:9]=[C:10]3[CH:15]=[CH:14][C:13](I)=[N:12][N:11]3[CH:17]=2)=[O:6])[CH2:3][CH2:2]1.[F:18][C:19]1[CH:24]=[CH:23][C:22]([OH:25])=[CH:21][C:20]=1[NH:26][C:27]([C:29]1[N:33]([CH3:34])[N:32]=[C:31]([CH3:35])[CH:30]=1)=[O:28].C(=O)([O-])[O-].[K+].[K+]. The catalyst is CN(C)C=O. The yield is 0.230. The product is [CH:1]1([CH2:4][C:5]([NH:7][C:8]2[N:9]=[C:10]3[CH:15]=[CH:14][C:13]([O:25][C:22]4[CH:23]=[CH:24][C:19]([F:18])=[C:20]([NH:26][C:27]([C:29]5[N:33]([CH3:34])[N:32]=[C:31]([CH3:35])[CH:30]=5)=[O:28])[CH:21]=4)=[N:12][N:11]3[CH:17]=2)=[O:6])[CH2:3][CH2:2]1. (2) The reactants are [Cl:1][C:2]1[CH:7]=[CH:6][C:5]([C@H:8]2[N:15]3[C:11]([S:12][C:13]([C:19]([N:21]4[CH2:29][CH2:28][CH2:27][C@H:22]4[C:23]([NH:25][NH2:26])=[O:24])=[O:20])=[C:14]3[CH:16]([CH3:18])[CH3:17])=[N:10][C@:9]2([C:31]2[CH:36]=[CH:35][C:34]([Cl:37])=[CH:33][CH:32]=2)[CH3:30])=[CH:4][CH:3]=1.[C:38](OCC)(OCC)(OCC)[CH3:39]. No catalyst specified. The product is [Cl:1][C:2]1[CH:3]=[CH:4][C:5]([C@H:8]2[N:15]3[C:11]([S:12][C:13]([C:19]([N:21]4[CH2:29][CH2:28][CH2:27][C@H:22]4[C:23]4[O:24][C:38]([CH3:39])=[N:26][N:25]=4)=[O:20])=[C:14]3[CH:16]([CH3:17])[CH3:18])=[N:10][C@:9]2([C:31]2[CH:32]=[CH:33][C:34]([Cl:37])=[CH:35][CH:36]=2)[CH3:30])=[CH:6][CH:7]=1. The yield is 0.0500. (3) The reactants are [CH2:1]([O:8][C:9]1[N:18]=[C:17]([C:19]2[CH:20]=[C:21]3[C:25](=[CH:26][CH:27]=2)[N:24]([CH3:28])[CH:23]=[C:22]3[C:29]#[N:30])[C:16]([CH2:31][CH3:32])=[C:15]([O:33][CH2:34][C:35]2[CH:40]=[CH:39][CH:38]=[CH:37][CH:36]=2)[C:10]=1[C:11]([O:13]C)=[O:12])[C:2]1[CH:7]=[CH:6][CH:5]=[CH:4][CH:3]=1.C[Si](C)(C)[O-].[K+]. The catalyst is C1COCC1. The product is [CH2:1]([O:8][C:9]1[N:18]=[C:17]([C:19]2[CH:20]=[C:21]3[C:25](=[CH:26][CH:27]=2)[N:24]([CH3:28])[CH:23]=[C:22]3[C:29]#[N:30])[C:16]([CH2:31][CH3:32])=[C:15]([O:33][CH2:34][C:35]2[CH:36]=[CH:37][CH:38]=[CH:39][CH:40]=2)[C:10]=1[C:11]([OH:13])=[O:12])[C:2]1[CH:3]=[CH:4][CH:5]=[CH:6][CH:7]=1. The yield is 0.780. (4) The reactants are [Cl:1][C:2]1[CH:7]=[CH:6][C:5]([NH:8]C(=O)C(C)(C)C)=[C:4]([CH3:15])[C:3]=1[C:16]([F:19])([F:18])[F:17].Cl. The catalyst is C(O)C. The product is [Cl:1][C:2]1[CH:7]=[CH:6][C:5]([NH2:8])=[C:4]([CH3:15])[C:3]=1[C:16]([F:17])([F:18])[F:19]. The yield is 0.760. (5) The reactants are [Cl:1][C:2]1[CH:3]=[C:4]2[C:9](=[CH:10][C:11]=1[Cl:12])[CH:8]=[N:7][C:6]([N:13]=[C:14]=S)=[CH:5]2.C(=O)([O-])[O-].[Cs+].[Cs+].Cl.Cl.[NH2:24][CH2:25][C@@:26]1([OH:34])[CH:31]2[CH2:32][CH2:33][N:28]([CH2:29][CH2:30]2)[CH2:27]1.C(N=C=NC(C)C)(C)C. The catalyst is CN(C=O)C. The product is [Cl:1][C:2]1[CH:3]=[C:4]2[C:9](=[CH:10][C:11]=1[Cl:12])[CH:8]=[N:7][C:6]([NH:13][C:14]1[O:34][C@:26]3([CH2:25][N:24]=1)[CH:31]1[CH2:32][CH2:33][N:28]([CH2:29][CH2:30]1)[CH2:27]3)=[CH:5]2. The yield is 0.612. (6) The reactants are [CH:1]1([N:4]2[CH2:10][CH2:9][CH2:8][C:7]3[CH:11]=[CH:12][C:13]([NH:15]C(=O)OCC4C=CC=CC=4)=[CH:14][C:6]=3[CH2:5]2)[CH2:3][CH2:2]1. The yield is 0.830. The catalyst is CO.[Pd]. The product is [CH:1]1([N:4]2[CH2:10][CH2:9][CH2:8][C:7]3[CH:11]=[CH:12][C:13]([NH2:15])=[CH:14][C:6]=3[CH2:5]2)[CH2:3][CH2:2]1. (7) The reactants are [C:1]1([S:7]([N:10]2[C:14]3[CH:15]=[N:16][C:17]([C:21]#[N:22])=[C:18]([CH:19]=[CH2:20])[C:13]=3[C:12]3[CH:23]=[CH:24][CH:25]=[N:26][C:11]2=3)(=[O:9])=[O:8])[CH:6]=[CH:5][CH:4]=[CH:3][CH:2]=1. The catalyst is [Pd].C1COCC1. The product is [C:1]1([S:7]([N:10]2[C:14]3[CH:15]=[N:16][C:17]([C:21]#[N:22])=[C:18]([CH2:19][CH3:20])[C:13]=3[C:12]3[CH:23]=[CH:24][CH:25]=[N:26][C:11]2=3)(=[O:9])=[O:8])[CH:2]=[CH:3][CH:4]=[CH:5][CH:6]=1. The yield is 0.990.